From a dataset of Full USPTO retrosynthesis dataset with 1.9M reactions from patents (1976-2016). Predict the reactants needed to synthesize the given product. (1) Given the product [N:1]([CH2:6][CH2:7][CH2:8][CH2:9][CH2:10][CH2:11][CH2:12][CH2:13][CH2:14][CH2:15][OH:16])=[N+:2]=[N-:3], predict the reactants needed to synthesize it. The reactants are: [N-:1]=[N+:2]=[N-:3].[Na+].Br[CH2:6][CH2:7][CH2:8][CH2:9][CH2:10][CH2:11][CH2:12][CH2:13][CH2:14][CH2:15][OH:16].C(=O)([O-])O.[Na+]. (2) Given the product [F:16][C:13]1[CH:14]=[CH:15][C:10]([CH2:9][NH:8][C:6]2[N:5]=[C:4]([NH:17][CH2:18][CH2:19][CH3:20])[N:3]=[C:2]([NH:24][CH2:21][C:22]#[CH:23])[N:7]=2)=[CH:11][CH:12]=1, predict the reactants needed to synthesize it. The reactants are: Cl[C:2]1[N:7]=[C:6]([NH:8][CH2:9][C:10]2[CH:15]=[CH:14][C:13]([F:16])=[CH:12][CH:11]=2)[N:5]=[C:4]([NH:17][CH2:18][C:19]#[CH:20])[N:3]=1.[CH2:21]([NH2:24])[CH2:22][CH3:23]. (3) Given the product [NH2:21][C:20]1[C:16]2[C:17](=[N:18][CH:23]=[CH:22][C:15]=2[N:11]2[CH2:12][CH2:13][CH2:14][N:8]([C:3]3[CH:4]=[CH:5][CH:6]=[CH:7][C:2]=3[Cl:1])[CH2:9][CH2:10]2)[S:19][C:34]=1[C:35]([NH2:37])=[O:36], predict the reactants needed to synthesize it. The reactants are: [Cl:1][C:2]1[CH:7]=[CH:6][CH:5]=[CH:4][C:3]=1[N:8]1[CH2:14][CH2:13][CH2:12][N:11](/[C:15](/[CH3:22])=[C:16](/[C:20]#[N:21])\[C:17](=[S:19])[NH2:18])[CH2:10][CH2:9]1.[CH3:23]OC(OC)N(C)C.[OH-].[Na+].Cl[CH2:34][C:35]([NH2:37])=[O:36]. (4) Given the product [ClH:1].[CH2:2]([CH:9]([CH2:20][NH2:21])[CH:10]([C:12]1[CH:17]=[CH:16][CH:15]=[C:14]([O:18][CH3:19])[CH:13]=1)[N:46]([CH3:47])[CH3:45])[C:3]1[CH:4]=[CH:5][CH:6]=[CH:7][CH:8]=1, predict the reactants needed to synthesize it. The reactants are: [ClH:1].[CH2:2]([CH:9]([CH2:20][N:21](C)C)[C:10]([C:12]1[CH:17]=[CH:16][CH:15]=[C:14]([O:18][CH3:19])[CH:13]=1)=O)[C:3]1[CH:8]=[CH:7][CH:6]=[CH:5][CH:4]=1.Cl.NO.C(C([CH2:45][N:46](C)[CH3:47])C(C1C=CC=C(OC)C=1)=O)C1C=CC=CC=1. (5) Given the product [F:2][CH2:3][CH:4]([C:7]1[CH:8]=[CH:9][C:10]([CH2:13][CH:14]([CH3:16])[CH3:15])=[CH:11][CH:12]=1)[CH2:5][OH:6], predict the reactants needed to synthesize it. The reactants are: [Mg].[F:2][C:3](S(C1C=CC=CC=1)(=O)=O)(S(C1C=CC=CC=1)(=O)=O)[CH:4]([C:7]1[CH:12]=[CH:11][C:10]([CH2:13][CH:14]([CH3:16])[CH3:15])=[CH:9][CH:8]=1)[CH2:5][OH:6].O. (6) Given the product [Cl:1][C:2]1[CH:3]=[C:4]2[C:12](=[O:13])[C:11]3[CH:14]=[C:15]([NH:24][CH2:23][C:22]4[CH:25]=[CH:26][C:27]([O:29][CH3:30])=[CH:28][C:21]=4[O:20][CH3:19])[N:16]=[CH:17][C:10]=3[CH:9]=[CH:8][C:5]2=[N:6][CH:7]=1, predict the reactants needed to synthesize it. The reactants are: [Cl:1][C:2]1[CH:3]=[C:4]2[C:12](=[O:13])[C:11]3[CH:14]=[C:15](Cl)[N:16]=[CH:17][C:10]=3[CH:9]=[CH:8][C:5]2=[N:6][CH:7]=1.[CH3:19][O:20][C:21]1[CH:28]=[C:27]([O:29][CH3:30])[CH:26]=[CH:25][C:22]=1[CH2:23][NH2:24]. (7) Given the product [Br:1][C:2]1[CH:7]=[CH:6][C:5]2=[C:8]3[N:9]=[C:10]([C:20]4[CH:25]=[CH:24][CH:23]=[CH:22][C:21]=4[Cl:26])[NH:11][C:12]3=[C:13]3[C:14]([C:15](=[O:19])[NH:16][CH:17]=[CH:18]3)=[C:4]2[CH:3]=1, predict the reactants needed to synthesize it. The reactants are: [Br:1][C:2]1[CH:7]=[CH:6][C:5]([C:8]2[N:9]=[C:10]([C:20]3[CH:25]=[CH:24][CH:23]=[CH:22][C:21]=3[Cl:26])[NH:11][C:12]=2[C:13]2[CH:18]=[CH:17][NH:16][C:15](=[O:19])[CH:14]=2)=[CH:4][CH:3]=1. (8) Given the product [CH2:16]([C:2]1[CH:11]=[CH:10][C:9]2[C:4](=[CH:5][C:6]([F:13])=[CH:7][C:8]=2[F:12])[C:3]=1[CH:14]=[O:15])[CH3:17], predict the reactants needed to synthesize it. The reactants are: Br[C:2]1[CH:11]=[CH:10][C:9]2[C:4](=[CH:5][C:6]([F:13])=[CH:7][C:8]=2[F:12])[C:3]=1[CH:14]=[O:15].[CH2:16]([Sn](CC)(CC)CC)[CH3:17].O. (9) Given the product [Cl:7][C:8]1[N:9]=[CH:10][C:11]([C:14]([N:18]([CH3:19])[CH3:17])=[O:16])=[N:12][CH:13]=1, predict the reactants needed to synthesize it. The reactants are: C(Cl)(=O)C(Cl)=O.[Cl:7][C:8]1[N:9]=[CH:10][C:11]([C:14]([OH:16])=O)=[N:12][CH:13]=1.[CH3:17][NH:18][CH3:19].C(N(CC)CC)C.